From a dataset of Full USPTO retrosynthesis dataset with 1.9M reactions from patents (1976-2016). Predict the reactants needed to synthesize the given product. (1) Given the product [CH3:1][C:2]1[CH:3]=[CH:4][C:5]([S:8]([N:11]2[CH2:17][CH2:16][C:15]3[CH:18]=[CH:19][C:20]([NH:22][S:36]([C:33]4[CH:34]=[CH:35][C:30]([CH3:42])=[CH:31][CH:32]=4)(=[O:38])=[O:37])=[CH:21][C:14]=3[CH2:13][CH2:12]2)(=[O:10])=[O:9])=[CH:6][CH:7]=1, predict the reactants needed to synthesize it. The reactants are: [CH3:1][C:2]1[CH:7]=[CH:6][C:5]([S:8]([N:11]2[CH2:17][CH2:16][C:15]3[CH:18]=[CH:19][C:20]([NH2:22])=[CH:21][C:14]=3[CH2:13][CH2:12]2)(=[O:10])=[O:9])=[CH:4][CH:3]=1.C(N(CC)CC)C.[C:30]1([CH3:42])[CH:35]=[CH:34][C:33]([S:36](N=C=O)(=[O:38])=[O:37])=[CH:32][CH:31]=1. (2) Given the product [O:23]=[S:6]1(=[O:24])[N:5]([CH2:4][CH2:3][CH2:2][NH:29][CH3:28])[C:9]2[CH:10]=[CH:11][CH:12]=[CH:13][C:8]=2[N:7]1[C:14]1[CH:19]=[CH:18][C:17]([F:20])=[C:16]([F:21])[C:15]=1[F:22], predict the reactants needed to synthesize it. The reactants are: Br[CH2:2][CH2:3][CH2:4][N:5]1[C:9]2[CH:10]=[CH:11][CH:12]=[CH:13][C:8]=2[N:7]([C:14]2[CH:19]=[CH:18][C:17]([F:20])=[C:16]([F:21])[C:15]=2[F:22])[S:6]1(=[O:24])=[O:23].C(O)C.[CH3:28][NH2:29]. (3) Given the product [Br:1][C:2]1[C:7]([O:8][CH3:9])=[CH:6][C:5]([CH:10]([OH:11])[CH3:15])=[CH:4][C:3]=1[O:12][CH3:13], predict the reactants needed to synthesize it. The reactants are: [Br:1][C:2]1[C:7]([O:8][CH3:9])=[CH:6][C:5]([CH2:10][OH:11])=[CH:4][C:3]=1[O:12][CH3:13].O1CCC[CH2:15]1.C[Li].[Cl-].[NH4+]. (4) Given the product [NH2:19][CH2:18][CH2:15][N:5]1[CH2:6][CH2:7][C:2]([CH2:8][C:9]2[CH:14]=[CH:13][CH:12]=[CH:11][CH:10]=2)([OH:1])[CH2:3][CH2:4]1, predict the reactants needed to synthesize it. The reactants are: [OH:1][C:2]1([CH2:8][C:9]2[CH:14]=[CH:13][CH:12]=[CH:11][CH:10]=2)[CH2:7][CH2:6][NH:5][CH2:4][CH2:3]1.[CH:15]1([C:18]2C=C(C(O)=O)C3C(=CC=CC=3)[N:19]=2)CC1. (5) Given the product [CH:15](/[C:2]1[CH:7]=[CH:6][N:5]=[CH:4][N:3]=1)=[CH:14]\[C:8]1[CH:13]=[CH:12][CH:11]=[CH:10][CH:9]=1, predict the reactants needed to synthesize it. The reactants are: Cl[C:2]1[CH:7]=[CH:6][N:5]=[CH:4][N:3]=1.[C:8]1(/[CH:14]=[CH:15]/B(O)O)[CH:13]=[CH:12][CH:11]=[CH:10][CH:9]=1.[O-]P([O-])([O-])=O.[K+].[K+].[K+].O. (6) Given the product [Br:1][C:2]1[C:3](=[O:17])[NH:4][C:5](=[O:16])[N:6]([CH2:8][CH2:9][C:10]2[CH:15]=[CH:14][CH:13]=[CH:12][C:11]=2[F:18])[N:7]=1, predict the reactants needed to synthesize it. The reactants are: [Br:1][C:2]1[C:3](=[O:17])[NH:4][C:5](=[O:16])[N:6]([CH2:8][CH2:9][C:10]2[CH:15]=[CH:14][CH:13]=[CH:12][CH:11]=2)[N:7]=1.[F:18]C1C=C(CCI)C=CC=1.C(I)CC1C=CC=CC=1. (7) Given the product [F:1][C:2]1[CH:3]=[CH:4][C:5]([O:19][CH3:20])=[C:6]([C:8]([CH3:18])([CH3:17])[CH2:9][C:10]([OH:11])([C:13]([F:16])([F:15])[F:14])[CH2:12][NH:21][C:22]2[CH:30]=[C:29]([CH3:31])[CH:28]=[C:27]3[C:23]=2[CH:24]=[N:25][N:26]3[C:32]2[CH:33]=[C:34]([CH:45]=[CH:46][CH:47]=2)[C:35]([O:37][CH2:38][C:39]2[CH:40]=[CH:41][CH:42]=[CH:43][CH:44]=2)=[O:36])[CH:7]=1, predict the reactants needed to synthesize it. The reactants are: [F:1][C:2]1[CH:3]=[CH:4][C:5]([O:19][CH3:20])=[C:6]([C:8]([CH3:18])([CH3:17])[CH2:9][C:10]2([C:13]([F:16])([F:15])[F:14])[CH2:12][O:11]2)[CH:7]=1.[NH2:21][C:22]1[CH:30]=[C:29]([CH3:31])[CH:28]=[C:27]2[C:23]=1[CH:24]=[N:25][N:26]2[C:32]1[CH:33]=[C:34]([CH:45]=[CH:46][CH:47]=1)[C:35]([O:37][CH2:38][C:39]1[CH:44]=[CH:43][CH:42]=[CH:41][CH:40]=1)=[O:36].[O-]S(C(F)(F)F)(=O)=O.[Yb+3].[O-]S(C(F)(F)F)(=O)=O.[O-]S(C(F)(F)F)(=O)=O.